From a dataset of Forward reaction prediction with 1.9M reactions from USPTO patents (1976-2016). Predict the product of the given reaction. (1) The product is: [NH2:1][C:2]1[N:7]=[C:6]([CH2:30][C:29]2[C:28]([Cl:27])=[CH:35][CH:34]=[CH:33][C:32]=2[Cl:36])[N:5]=[C:4]([NH:10][C:11]2[CH:20]=[CH:19][C:14]([C:15]([O:17][CH3:18])=[O:16])=[CH:13][C:12]=2[O:21][CH3:22])[C:3]=1[C:23](=[O:25])[NH2:24]. Given the reactants [NH2:1][C:2]1[N:7]=[C:6](SC)[N:5]=[C:4]([NH:10][C:11]2[CH:20]=[CH:19][C:14]([C:15]([O:17][CH3:18])=[O:16])=[CH:13][C:12]=2[O:21][CH3:22])[C:3]=1[C:23](=[O:25])[NH2:24].[Br-].[Cl:27][C:28]1[CH:35]=[CH:34][CH:33]=[C:32]([Cl:36])[C:29]=1[CH2:30][Zn+], predict the reaction product. (2) Given the reactants Cl[C:2]1[N:7]=[C:6]([N:8]([CH3:18])[CH:9]2[CH:13]3[O:14][CH2:15][CH:16]([OH:17])[CH:12]3[O:11][CH2:10]2)[CH:5]=[CH:4][N:3]=1.Cl.[CH3:20][N:21]1[CH:25]=[C:24]([NH2:26])[CH:23]=[N:22]1.C(N(C(C)C)C(C)C)C, predict the reaction product. The product is: [CH3:18][N:8]([C:6]1[CH:5]=[CH:4][N:3]=[C:2]([NH:26][C:24]2[CH:23]=[N:22][N:21]([CH3:20])[CH:25]=2)[N:7]=1)[CH:9]1[CH:13]2[O:14][CH2:15][CH:16]([OH:17])[CH:12]2[O:11][CH2:10]1. (3) Given the reactants [C:1]([O:4][C:5](Cl)=[O:6])([CH3:3])=[CH2:2].[CH2:8]([SH:10])[CH3:9].C(N(CC)CC)C, predict the reaction product. The product is: [CH2:8]([S:10][C:5](=[O:6])[O:4][C:1]([CH3:3])=[CH2:2])[CH3:9]. (4) Given the reactants Cl[C:2]1[CH:7]=[C:6]([Cl:8])[N:5]=[CH:4][N:3]=1.Cl.[NH2:10][C:11]12[CH2:20][CH:15]3[CH2:16][CH:17]([CH2:19][CH:13]([CH2:14]3)[CH2:12]1)[CH2:18]2.CCN(C(C)C)C(C)C, predict the reaction product. The product is: [C:11]12([NH:10][C:2]3[CH:7]=[C:6]([Cl:8])[N:5]=[CH:4][N:3]=3)[CH2:18][CH:17]3[CH2:16][CH:15]([CH2:14][CH:13]([CH2:19]3)[CH2:12]1)[CH2:20]2.